From a dataset of Full USPTO retrosynthesis dataset with 1.9M reactions from patents (1976-2016). Predict the reactants needed to synthesize the given product. (1) Given the product [Cl:1][C:2]1[CH:7]=[CH:6][C:5]([C@H:8]2[C@@:10]3([C:18]4[C:13](=[CH:14][CH:15]=[CH:16][CH:17]=4)[N:12]([CH2:19][C:20]4[CH:28]=[CH:27][CH:26]=[C:22]([C:23]([N:81]5[CH2:86][CH2:85][CH2:84][CH2:83][CH2:82]5)=[O:24])[CH:21]=4)[C:11]3=[O:29])[CH2:9]2)=[CH:4][CH:3]=1, predict the reactants needed to synthesize it. The reactants are: [Cl:1][C:2]1[CH:7]=[CH:6][C:5]([C@@H:8]2[C@:10]3([C:18]4[C:13](=[CH:14][CH:15]=[CH:16][CH:17]=4)[N:12]([CH2:19][C:20]4[CH:21]=[C:22]([CH:26]=[CH:27][CH:28]=4)[C:23](O)=[O:24])[C:11]3=[O:29])[CH2:9]2)=[CH:4][CH:3]=1.ClC1C=CC([C@H]2[C@@]3(C4C(=CC=CC=4)N(CC4C=C(C=CC=4)C(O)=O)C3=O)C2)=CC=1.Cl.CN(C)CCCN=C=NCC.ON1C2C=CC=CC=2N=N1.[NH:81]1[CH2:86][CH2:85][CH2:84][CH2:83][CH2:82]1. (2) Given the product [CH3:33][C:32]1[O:31][C:30]([C:34]2[CH:35]=[CH:36][CH:37]=[CH:38][CH:39]=2)=[N:29][C:28]=1[CH2:27][O:1][C:2]1[CH:7]=[CH:6][C:5]([S:8][C:9]2[O:10][C:11]([CH2:20][CH2:21][C:22]([O:24][CH3:25])=[O:23])=[C:12]([C:14]3[CH:19]=[CH:18][CH:17]=[CH:16][CH:15]=3)[N:13]=2)=[CH:4][CH:3]=1, predict the reactants needed to synthesize it. The reactants are: [OH:1][C:2]1[CH:7]=[CH:6][C:5]([S:8][C:9]2[O:10][C:11]([CH2:20][CH2:21][C:22]([O:24][CH3:25])=[O:23])=[C:12]([C:14]3[CH:19]=[CH:18][CH:17]=[CH:16][CH:15]=3)[N:13]=2)=[CH:4][CH:3]=1.Cl[CH2:27][C:28]1[N:29]=[C:30]([C:34]2[CH:39]=[CH:38][CH:37]=[CH:36][CH:35]=2)[O:31][C:32]=1[CH3:33].C(=O)([O-])[O-].[K+].[K+].CN(C)C=O. (3) Given the product [F:32][C:17]1[C:16]([C:9]2[N:10]=[C:11]([CH:13]([CH3:15])[CH3:14])[S:12][C:8]=2[C:6]2[CH:5]=[CH:4][N:3]=[C:2]([NH:37][CH2:33][CH:34]([CH3:36])[CH3:35])[N:7]=2)=[CH:21][CH:20]=[CH:19][C:18]=1[NH:22][S:23]([C:26]1[CH:27]=[N:28][CH:29]=[CH:30][CH:31]=1)(=[O:25])=[O:24], predict the reactants needed to synthesize it. The reactants are: Cl[C:2]1[N:7]=[C:6]([C:8]2[S:12][C:11]([CH:13]([CH3:15])[CH3:14])=[N:10][C:9]=2[C:16]2[C:17]([F:32])=[C:18]([NH:22][S:23]([C:26]3[CH:27]=[N:28][CH:29]=[CH:30][CH:31]=3)(=[O:25])=[O:24])[CH:19]=[CH:20][CH:21]=2)[CH:5]=[CH:4][N:3]=1.[CH2:33]([NH2:37])[CH:34]([CH3:36])[CH3:35]. (4) Given the product [CH:7]1([NH:10][C:11]([C:13]2[CH:14]=[CH:15][C:16]([CH3:32])=[C:17]([NH:19][C:20](=[O:31])[C:21]3[CH:26]=[C:25]([N:1]4[CH2:6][CH2:5][S:4][CH2:3][CH2:2]4)[CH:24]=[CH:23][C:22]=3[N+:28]([O-:30])=[O:29])[CH:18]=2)=[O:12])[CH2:9][CH2:8]1, predict the reactants needed to synthesize it. The reactants are: [NH:1]1[CH2:6][CH2:5][S:4][CH2:3][CH2:2]1.[CH:7]1([NH:10][C:11]([C:13]2[CH:14]=[CH:15][C:16]([CH3:32])=[C:17]([NH:19][C:20](=[O:31])[C:21]3[CH:26]=[C:25](F)[CH:24]=[CH:23][C:22]=3[N+:28]([O-:30])=[O:29])[CH:18]=2)=[O:12])[CH2:9][CH2:8]1. (5) The reactants are: [CH2:1]([OH:9])[CH2:2][C:3]#[C:4][CH2:5][CH2:6][CH2:7][CH3:8].CC(O)(C)C.N.[Li]. Given the product [CH2:1]([OH:9])[CH2:2]/[CH:3]=[CH:4]/[CH2:5][CH2:6][CH2:7][CH3:8], predict the reactants needed to synthesize it. (6) Given the product [Cl:18][C:15]1[N:16]=[C:17]2[C:12](=[N:13][C:14]=1[OH:1])[N:11]=[C:10]([N:21]1[CH2:26][CH2:25][NH:24][CH2:23][CH2:22]1)[N:9]=[C:8]2[N:3]1[CH2:7][CH2:6][CH2:5][CH2:4]1, predict the reactants needed to synthesize it. The reactants are: [OH-:1].[K+].[N:3]1([C:8]2[C:17]3[C:12](=[N:13][C:14](Cl)=[C:15]([Cl:18])[N:16]=3)[N:11]=[C:10](Cl)[N:9]=2)[CH2:7][CH2:6][CH2:5][CH2:4]1.[NH:21]1[CH2:26][CH2:25][NH:24][CH2:23][CH2:22]1. (7) Given the product [CH2:4]([C@@H:5]1[CH2:6][CH2:7][C@H:8]([OH:11])[CH2:9][CH2:10]1)[CH2:3][CH:2]([CH3:12])[CH3:1].[CH2:4]([C@H:5]1[CH2:6][CH2:7][C@H:8]([OH:11])[CH2:9][CH2:10]1)[CH2:3][CH:2]([CH3:12])[CH3:1], predict the reactants needed to synthesize it. The reactants are: [CH3:1][C:2]([CH3:12])=[CH:3][CH2:4][C:5]1[CH:10]=[CH:9][C:8]([OH:11])=[CH:7][CH:6]=1.O.CS(O)(=O)=O. (8) Given the product [CH3:17][C:18]1[N:8]([C:9]2([CH3:15])[CH2:14][CH2:13][CH2:12][CH2:11][CH2:10]2)[C:7]2=[N:6][C:5]([OH:16])=[CH:4][CH:3]=[C:2]2[N:1]=1, predict the reactants needed to synthesize it. The reactants are: [NH2:1][C:2]1[CH:3]=[CH:4][C:5]([OH:16])=[N:6][C:7]=1[NH:8][C:9]1([CH3:15])[CH2:14][CH2:13][CH2:12][CH2:11][CH2:10]1.[C:17](OC)(OC)(OC)[CH3:18].